The task is: Predict the product of the given reaction.. This data is from Forward reaction prediction with 1.9M reactions from USPTO patents (1976-2016). (1) Given the reactants [CH2:1]([OH:4])[CH2:2][OH:3].[NH2:5][C:6]1[CH:7]=[N:8][CH:9]=[CH:10][C:11]=1[C:12](=O)[CH3:13], predict the reaction product. The product is: [CH3:13][C:12]1([C:11]2[CH:10]=[CH:9][N:8]=[CH:7][C:6]=2[NH2:5])[O:4][CH2:1][CH2:2][O:3]1. (2) Given the reactants [NH2:1][C@@H:2]1[C:8](=[O:9])[N:7]([CH3:10])[C:6]2[CH:11]=[CH:12][CH:13]=[CH:14][C:5]=2[C:4]2[CH:15]=[CH:16][CH:17]=[CH:18][C:3]1=2.[F:19][C@@:20]([CH3:35])([C:24]([NH:26][CH2:27][C:28]([F:34])([F:33])[C:29]([F:32])([F:31])[F:30])=[O:25])[C:21](O)=[O:22], predict the reaction product. The product is: [F:19][C@@:20]([CH3:35])([C:24]([NH:26][CH2:27][C:28]([F:33])([F:34])[C:29]([F:32])([F:30])[F:31])=[O:25])[C:21]([NH:1][C@@H:2]1[C:8](=[O:9])[N:7]([CH3:10])[C:6]2[CH:11]=[CH:12][CH:13]=[CH:14][C:5]=2[C:4]2[CH:15]=[CH:16][CH:17]=[CH:18][C:3]1=2)=[O:22]. (3) Given the reactants Cl.[CH2:2]([O:6][NH2:7])[CH:3]([CH3:5])[CH3:4].[CH3:8][O:9][C:10]1[CH:15]=[CH:14][C:13]([S:16](Cl)(=[O:18])=[O:17])=[CH:12][CH:11]=1.C(N(C(C)C)CC)(C)C, predict the reaction product. The product is: [CH2:2]([O:6][NH:7][S:16]([C:13]1[CH:12]=[CH:11][C:10]([O:9][CH3:8])=[CH:15][CH:14]=1)(=[O:18])=[O:17])[CH:3]([CH3:5])[CH3:4].